This data is from Reaction yield outcomes from USPTO patents with 853,638 reactions. The task is: Predict the reaction yield, written as a fraction of the theoretical maximum amount of product (1.0 means a 100% yield; for example, 0.34 means a 34% yield). (1) The reactants are [Br:1][C:2]1[CH:15]=[C:14]2[C:5]([CH2:6][C:7]3([C:13]2=O)[CH2:12][CH2:11][O:10][CH2:9][CH2:8]3)=[CH:4][CH:3]=1.[CH3:17][C:18]([S:21]([NH2:23])=[O:22])([CH3:20])[CH3:19].CO.C([O-])(O)=O.[Na+]. The catalyst is CC1CCCO1.[O-]CC.[Ti+4].[O-]CC.[O-]CC.[O-]CC.CCOC(C)=O. The product is [Br:1][C:2]1[CH:15]=[C:14]2[C:5](=[CH:4][CH:3]=1)[CH2:6][C:7]1([CH2:12][CH2:11][O:10][CH2:9][CH2:8]1)[C:13]2=[N:23][S:21]([C:18]([CH3:20])([CH3:19])[CH3:17])=[O:22]. The yield is 0.350. (2) The reactants are [Si:1]([O:8][C@@H:9]([C@H:14]1[CH2:18][O:17][C:16]([CH3:20])([CH3:19])[N:15]1[C:21]([O:23][C:24]([CH3:27])([CH3:26])[CH3:25])=[O:22])[C@@H:10]([CH3:13])[CH2:11]O)([C:4]([CH3:7])([CH3:6])[CH3:5])([CH3:3])[CH3:2].CC(OC(/N=N/C(OC(C)C)=O)=O)C.C1C=CC(P(C2C=CC=CC=2)C2C=CC=CC=2)=CC=1.C1C=CC(OP(OC2C=CC=CC=2)([N:70]=[N+:71]=[N-:72])=O)=CC=1. The catalyst is C1COCC1. The product is [N:70]([CH2:11][C@H:10]([CH3:13])[C@H:9]([C@H:14]1[CH2:18][O:17][C:16]([CH3:20])([CH3:19])[N:15]1[C:21]([O:23][C:24]([CH3:27])([CH3:26])[CH3:25])=[O:22])[O:8][Si:1]([C:4]([CH3:7])([CH3:6])[CH3:5])([CH3:3])[CH3:2])=[N+:71]=[N-:72]. The yield is 0.860. (3) The reactants are [CH2:1]([S:3]([N:6]1[CH2:11][CH2:10][CH:9]([C:12]2[C:20]3[C:15](=[C:16]([C:29]([NH2:31])=[O:30])[CH:17]=[C:18]([C:21]4[CH:26]=[CH:25][C:24]([CH:27]=O)=[CH:23][CH:22]=4)[CH:19]=3)[NH:14][CH:13]=2)[CH2:8][CH2:7]1)(=[O:5])=[O:4])[CH3:2].[CH3:32][CH:33]([NH2:35])[CH3:34].C(O[BH-](OC(=O)C)OC(=O)C)(=O)C.[Na+]. The catalyst is CS(C)=O.C(O)(=O)C. The product is [CH2:1]([S:3]([N:6]1[CH2:11][CH2:10][CH:9]([C:12]2[C:20]3[C:15](=[C:16]([C:29]([NH2:31])=[O:30])[CH:17]=[C:18]([C:21]4[CH:26]=[CH:25][C:24]([CH2:27][NH:35][CH:33]([CH3:34])[CH3:32])=[CH:23][CH:22]=4)[CH:19]=3)[NH:14][CH:13]=2)[CH2:8][CH2:7]1)(=[O:4])=[O:5])[CH3:2]. The yield is 0.690. (4) The reactants are [C:1]([O:9][C@H:10]1[C@H:14]([CH2:15][O:16][C:17](=[O:24])[C:18]2[CH:23]=[CH:22][CH:21]=[CH:20][CH:19]=2)[O:13][C@H:12]([N:25]2[CH:32]=[CH:31][C:29](=[O:30])[NH:28][C:26]2=[O:27])[C@@H:11]1O)(=[O:8])[C:2]1[CH:7]=[CH:6][CH:5]=[CH:4][CH:3]=1.O(C(Cl)=S)C1C=CC=CC=1. The catalyst is ClCCCl.CN(C)C1C=CN=CC=1. The product is [C:1]([O:9][C@H:10]1[C@H:14]([CH2:15][O:16][C:17](=[O:24])[C:18]2[CH:23]=[CH:22][CH:21]=[CH:20][CH:19]=2)[O:13][C@H:12]([N:25]2[CH:32]=[CH:31][C:29](=[O:30])[NH:28][C:26]2=[O:27])[CH2:11]1)(=[O:8])[C:2]1[CH:3]=[CH:4][CH:5]=[CH:6][CH:7]=1. The yield is 0.560. (5) The reactants are [C:1]([C:4]1[N:12]2[C:7]([CH:8]=[CH:9][CH:10]=[CH:11]2)=[CH:6][C:5]=1[C:13]([O:15][CH2:16][CH3:17])=[O:14])(=[O:3])[CH3:2].C(O[CH:23](N(C)C)[N:24]([CH3:26])[CH3:25])(C)(C)C. The catalyst is C1(C)C=CC=CC=1. The product is [CH3:23][N:24]([CH3:26])[CH:25]=[CH:2][C:1]([C:4]1[N:12]2[C:7]([CH:8]=[CH:9][CH:10]=[CH:11]2)=[CH:6][C:5]=1[C:13]([O:15][CH2:16][CH3:17])=[O:14])=[O:3]. The yield is 0.960. (6) The reactants are [Cl-:1].[NH3+:2][CH2:3][CH2:4][CH2:5][CH2:6][C:7]([C:9]1[CH:10]=[NH+:11][CH:12]=[CH:13][CH:14]=1)=O.[Cl-].[Cl:16][C:17]1[CH:22]=[CH:21][C:20]([C:23]2[O:29][C:26]([CH:27]=O)=[CH:25][CH:24]=2)=[C:19]([N+:30]([O-:32])=[O:31])[CH:18]=1.Cl. The catalyst is C(O)(C)C. The product is [ClH:16].[ClH:1].[Cl:16][C:17]1[CH:22]=[CH:21][C:20]([C:23]2[O:29][C:26]([CH:27]=[C:6]3[CH2:5][CH2:4][CH2:3][N:2]=[C:7]3[C:9]3[CH:10]=[N:11][CH:12]=[CH:13][CH:14]=3)=[CH:25][CH:24]=2)=[C:19]([N+:30]([O-:32])=[O:31])[CH:18]=1. The yield is 0.470. (7) The reactants are [CH3:1][C:2]1[N:3](C(OCC)=O)[C:4](=O)[CH:5]=[C:6]2[CH2:10][N:9]([C:11]3[CH:12]=[N:13][N:14]([CH2:16][C:17]([F:20])([F:19])[F:18])[CH:15]=3)[C:8](=[O:21])[C:7]=12.Cl.P(Cl)(Cl)([Cl:31])=O. The catalyst is C1COCC1. The product is [Cl:31][C:4]1[N:3]=[C:2]([CH3:1])[C:7]2[C:8](=[O:21])[N:9]([C:11]3[CH:12]=[N:13][N:14]([CH2:16][C:17]([F:20])([F:19])[F:18])[CH:15]=3)[CH2:10][C:6]=2[CH:5]=1. The yield is 0.680.